The task is: Predict the reactants needed to synthesize the given product.. This data is from Full USPTO retrosynthesis dataset with 1.9M reactions from patents (1976-2016). (1) Given the product [Cl:29][C:30]1[CH:35]=[C:34]([C:36]([F:38])([F:37])[F:39])[CH:33]=[CH:32][C:31]=1[S:40]([NH:1][C:2]1[CH:7]=[CH:6][C:5]([S:28][C:25]2[CH:24]=[CH:23][C:22]([S:19]([N:13]3[CH2:14][CH2:15][O:16][CH2:17][CH2:18]3)(=[O:21])=[O:20])=[CH:27][CH:26]=2)=[C:4]([C:9]([F:12])([F:11])[F:10])[N:3]=1)(=[O:42])=[O:41], predict the reactants needed to synthesize it. The reactants are: [NH2:1][C:2]1[CH:7]=[CH:6][C:5](Br)=[C:4]([C:9]([F:12])([F:11])[F:10])[N:3]=1.[N:13]1([S:19]([C:22]2[CH:27]=[CH:26][C:25]([SH:28])=[CH:24][CH:23]=2)(=[O:21])=[O:20])[CH2:18][CH2:17][O:16][CH2:15][CH2:14]1.[Cl:29][C:30]1[CH:35]=[C:34]([C:36]([F:39])([F:38])[F:37])[CH:33]=[CH:32][C:31]=1[S:40](Cl)(=[O:42])=[O:41]. (2) The reactants are: [CH2:1]([NH2:8])[CH2:2][CH2:3][CH2:4][CH2:5][CH2:6][NH2:7].[C:9]([OH:13])(=[O:12])[CH:10]=[CH2:11].[C:14]([OH:18])(=[O:17])[CH:15]=[CH2:16].[C:19]([OH:23])(=[O:22])[CH:20]=[CH2:21].[CH2:24]([C:26]([CH2:31][OH:32])([CH2:29][OH:30])[CH2:27][CH3:28])[OH:25]. Given the product [CH2:24]([C:26]([CH2:31][OH:32])([CH2:29][OH:30])[CH2:27][CH3:28])[OH:25].[C:9]([OH:13])(=[O:12])[CH:10]=[CH2:11].[C:14]([OH:18])(=[O:17])[CH:15]=[CH2:16].[C:19]([OH:23])(=[O:22])[CH:20]=[CH2:21].[CH2:24]([C:26]([CH2:31][OH:32])([CH2:29][OH:30])[CH2:27][CH3:28])[OH:25].[CH2:1]([NH2:8])[CH2:2][CH2:3][CH2:4][CH2:5][CH2:6][NH2:7], predict the reactants needed to synthesize it. (3) Given the product [Cl:1][C:2]1[CH:3]=[C:4]([NH:17][C:18]2[C:27]3[C:22](=[CH:23][CH:24]=[C:25]([C:28]4[O:29][C:30]([CH2:33][NH:41][CH2:35][CH2:36][CH2:37][CH2:38][CH2:39][CH3:40])=[CH:31][CH:32]=4)[CH:26]=3)[N:21]=[CH:20][N:19]=2)[CH:5]=[CH:6][C:7]=1[O:8][CH2:9][C:10]1[CH:15]=[CH:14][CH:13]=[C:12]([F:16])[CH:11]=1, predict the reactants needed to synthesize it. The reactants are: [Cl:1][C:2]1[CH:3]=[C:4]([NH:17][C:18]2[C:27]3[C:22](=[CH:23][CH:24]=[C:25]([C:28]4[O:29][C:30]([CH:33]=O)=[CH:31][CH:32]=4)[CH:26]=3)[N:21]=[CH:20][N:19]=2)[CH:5]=[CH:6][C:7]=1[O:8][CH2:9][C:10]1[CH:15]=[CH:14][CH:13]=[C:12]([F:16])[CH:11]=1.[CH2:35]([NH2:41])[CH2:36][CH2:37][CH2:38][CH2:39][CH3:40].C(O[BH-](OC(=O)C)OC(=O)C)(=O)C.[Na+].C(=O)([O-])[O-].[Na+].[Na+]. (4) The reactants are: FC(F)(F)C(O)=O.C([NH:27][CH2:28][CH2:29][C:30]1([C:43]([O:45]CC)=O)[CH2:35][CH2:34][CH2:33][N:32](C(OC(C)(C)C)=O)[CH2:31]1)(C1C=CC=CC=1)(C1C=CC=CC=1)C1C=CC=CC=1.C(Cl)Cl.O1CCOCC1.C(N(CC)C(C)C)(C)C. Given the product [C:43]1(=[O:45])[C:30]2([CH2:35][CH2:34][CH2:33][NH:32][CH2:31]2)[CH2:29][CH2:28][NH:27]1, predict the reactants needed to synthesize it. (5) Given the product [CH2:1]([O:8][C:9]([NH:11][C@H:12]([C:17]([NH:19][CH:20]1[CH2:25][CH2:24][N:23]([C:26](=[O:43])[C:55]2[CH:60]=[CH:59][CH:58]=[CH:57][CH:56]=2)[CH2:22][C:21]1=[O:44])=[O:18])[CH2:13][CH:14]([CH3:16])[CH3:15])=[O:10])[C:2]1[CH:3]=[CH:4][CH:5]=[CH:6][CH:7]=1, predict the reactants needed to synthesize it. The reactants are: [CH2:1]([O:8][C:9]([NH:11][C@H:12]([C:17]([NH:19][CH:20]1[CH2:25][CH2:24][N:23]([C:26](=[O:43])[C@@H](NC(OCC2C=CC=CC=2)=O)CC(C)C)[CH2:22][C:21]1=[O:44])=[O:18])[CH2:13][CH:14]([CH3:16])[CH3:15])=[O:10])[C:2]1[CH:7]=[CH:6][CH:5]=[CH:4][CH:3]=1.CCN(C(C)C)C(C)C.C(Cl)(=O)[C:55]1[CH:60]=[CH:59][CH:58]=[CH:57][CH:56]=1. (6) Given the product [Cl:36]/[CH:22]=[C:9]1/[C:10](=[N:14]/[C:15]2[CH:20]=[CH:19][C:18]([CH3:21])=[CH:17][CH:16]=2)/[S:11][C:12](=[CH2:13])[C:7]([CH3:24])([CH3:6])[CH2:8]/1, predict the reactants needed to synthesize it. The reactants are: CN(C)C=O.[CH3:6][C:7]1([CH3:24])[C:12](=[CH2:13])[S:11][C:10]([NH:14][C:15]2[CH:20]=[CH:19][C:18]([CH3:21])=[CH:17][CH:16]=2)=[C:9]([CH:22]=O)[CH2:8]1.C(N(CC)CC)C.CS([Cl:36])(=O)=O. (7) Given the product [Cl:40][C:41]1[CH:42]=[C:43]([N:44]([CH3:45])[C:30]([C:21]2[S:20][C:19]([NH:18][N:17]([C:15]([O:14][C:10]([CH3:12])([CH3:13])[CH3:11])=[O:16])[C:33]([O:35][C:36]([CH3:37])([CH3:38])[CH3:39])=[O:34])=[N:23][C:22]=2[C:24]2[CH:29]=[CH:28][CH:27]=[CH:26][CH:25]=2)=[O:31])[CH:46]=[CH:47][C:48]=1[CH3:49], predict the reactants needed to synthesize it. The reactants are: [I-].ClC1C=CC=C[N+]=1C.[C:10]([O:14][C:15]([N:17]([C:33]([O:35][C:36]([CH3:39])([CH3:38])[CH3:37])=[O:34])[NH:18][C:19]1[S:20][C:21]([C:30](O)=[O:31])=[C:22]([C:24]2[CH:29]=[CH:28][CH:27]=[CH:26][CH:25]=2)[N:23]=1)=[O:16])([CH3:13])([CH3:12])[CH3:11].[Cl:40][C:41]1[CH:42]=[C:43]([CH:46]=[CH:47][C:48]=1[CH3:49])[NH:44][CH3:45].CCN(CC)CC.